This data is from Peptide-MHC class I binding affinity with 185,985 pairs from IEDB/IMGT. The task is: Regression. Given a peptide amino acid sequence and an MHC pseudo amino acid sequence, predict their binding affinity value. This is MHC class I binding data. (1) The peptide sequence is FSYDLRLNK. The MHC is HLA-A68:01 with pseudo-sequence HLA-A68:01. The binding affinity (normalized) is 0.750. (2) The MHC is HLA-B54:01 with pseudo-sequence HLA-B54:01. The peptide sequence is LPTWLGAAI. The binding affinity (normalized) is 0.995. (3) The peptide sequence is NAILHNIYR. The MHC is HLA-A03:01 with pseudo-sequence HLA-A03:01. The binding affinity (normalized) is 0.0302. (4) The peptide sequence is YTSGPGIRY. The MHC is Mamu-A01 with pseudo-sequence Mamu-A01. The binding affinity (normalized) is 0.266. (5) The peptide sequence is ETWALRHPGF. The MHC is HLA-A26:01 with pseudo-sequence HLA-A26:01. The binding affinity (normalized) is 0.399. (6) The peptide sequence is CFMYSDFHFI. The MHC is HLA-A23:01 with pseudo-sequence HLA-A23:01. The binding affinity (normalized) is 0.408. (7) The peptide sequence is LENCILIRL. The MHC is HLA-B44:03 with pseudo-sequence HLA-B44:03. The binding affinity (normalized) is 0.555.